From a dataset of Forward reaction prediction with 1.9M reactions from USPTO patents (1976-2016). Predict the product of the given reaction. (1) Given the reactants [Br:1][C:2]1[CH:31]=[CH:30][C:5]([O:6][C:7]2[CH:12]=[CH:11][CH:10]=[CH:9][C:8]=2[NH:13][S:14]([C:17]2[CH:29]=[CH:28][C:20]([C:21]([NH:23][CH2:24][C:25](O)=[O:26])=[O:22])=[CH:19][CH:18]=2)(=[O:16])=[O:15])=[C:4]([Cl:32])[CH:3]=1.Cl.Cl.[N:35]1([CH2:40][CH2:41][C@H:42]2[CH2:47][CH2:46][C@H:45]([NH2:48])[CH2:44][CH2:43]2)[CH2:39][CH2:38][CH2:37][CH2:36]1, predict the reaction product. The product is: [Br:1][C:2]1[CH:31]=[CH:30][C:5]([O:6][C:7]2[CH:12]=[CH:11][CH:10]=[CH:9][C:8]=2[NH:13][S:14]([C:17]2[CH:18]=[CH:19][C:20]([C:21]([NH:23][CH2:24][C:25](=[O:26])[NH:48][C@H:45]3[CH2:46][CH2:47][C@H:42]([CH2:41][CH2:40][N:35]4[CH2:39][CH2:38][CH2:37][CH2:36]4)[CH2:43][CH2:44]3)=[O:22])=[CH:28][CH:29]=2)(=[O:15])=[O:16])=[C:4]([Cl:32])[CH:3]=1. (2) The product is: [Br:11][C:10]1[CH:9]=[CH:8][CH:7]=[C:3]2[C:2]=1[NH:1][C:19](=[S:20])[N:18]([C:12]1[CH:17]=[CH:16][CH:15]=[CH:14][CH:13]=1)[C:4]2=[O:6]. Given the reactants [NH2:1][C:2]1[C:10]([Br:11])=[CH:9][CH:8]=[CH:7][C:3]=1[C:4]([OH:6])=O.[C:12]1([N:18]=[C:19]=[S:20])[CH:17]=[CH:16][CH:15]=[CH:14][CH:13]=1, predict the reaction product. (3) Given the reactants [Br:1]([O-])(=O)=O.[Na+].[CH3:6][C:7]1[CH:15]=[CH:14][C:10]([C:11]([OH:13])=[O:12])=[CH:9][C:8]=1[C:16]([F:19])([F:18])[F:17].S(=O)(O)[O-].[Na+], predict the reaction product. The product is: [Br:1][CH2:6][C:7]1[CH:15]=[CH:14][C:10]([C:11]([OH:13])=[O:12])=[CH:9][C:8]=1[C:16]([F:17])([F:18])[F:19]. (4) Given the reactants [NH2:1][C:2]1[CH:7]=[CH:6][C:5]([C:8]2[O:9][C:10]3[C:15]([C:16](=[O:18])[CH:17]=2)=[CH:14][CH:13]=[C:12]([O:19][CH3:20])[C:11]=3[O:21][CH3:22])=[CH:4][C:3]=1[N+:23]([O-])=O, predict the reaction product. The product is: [NH2:23][C:3]1[CH:4]=[C:5]([C:8]2[O:9][C:10]3[C:15]([C:16](=[O:18])[CH:17]=2)=[CH:14][CH:13]=[C:12]([O:19][CH3:20])[C:11]=3[O:21][CH3:22])[CH:6]=[CH:7][C:2]=1[NH2:1]. (5) Given the reactants [NH2:1][C:2]1[CH:16]=[CH:15][C:14]([Br:17])=[CH:13][C:3]=1[C:4]([C:6]1[CH:11]=[CH:10][CH:9]=[CH:8][C:7]=1[F:12])=O.[CH2:18]=[C:19]1[O:23][C:21](=[O:22])[CH2:20]1, predict the reaction product. The product is: [C:19]([C:20]1[C:21](=[O:22])[NH:1][C:2]2[C:3]([C:4]=1[C:6]1[CH:11]=[CH:10][CH:9]=[CH:8][C:7]=1[F:12])=[CH:13][C:14]([Br:17])=[CH:15][CH:16]=2)(=[O:23])[CH3:18].